Dataset: Peptide-MHC class I binding affinity with 185,985 pairs from IEDB/IMGT. Task: Regression. Given a peptide amino acid sequence and an MHC pseudo amino acid sequence, predict their binding affinity value. This is MHC class I binding data. The peptide sequence is PLFHGGEPIK. The binding affinity (normalized) is 0. The MHC is HLA-A33:01 with pseudo-sequence HLA-A33:01.